This data is from Reaction yield outcomes from USPTO patents with 853,638 reactions. The task is: Predict the reaction yield, written as a fraction of the theoretical maximum amount of product (1.0 means a 100% yield; for example, 0.34 means a 34% yield). (1) The reactants are [OH:1][C@H:2]1[CH2:6][CH2:5][NH:4][CH2:3]1.[N:7]([C:10]1[CH:11]=[CH:12][C:13]([O:16][CH3:17])=[N:14][CH:15]=1)=[C:8]=[S:9]. No catalyst specified. The product is [OH:1][C@H:2]1[CH2:6][CH2:5][N:4]([C:8](=[S:9])[NH:7][C:10]2[CH:15]=[N:14][C:13]([O:16][CH3:17])=[CH:12][CH:11]=2)[CH2:3]1. The yield is 0.990. (2) The reactants are [C:1]([C:3]1[CH:11]=[CH:10][C:6]([C:7](Cl)=[O:8])=[CH:5][CH:4]=1)#[N:2].[NH2:12][C:13]1[CH:17]=[CH:16][S:15][C:14]=1[C:18]([O:20][CH3:21])=[O:19].C(N(CC)CC)C. The catalyst is ClCCl. The product is [C:1]([C:3]1[CH:11]=[CH:10][C:6]([C:7]([NH:12][C:13]2[CH:17]=[CH:16][S:15][C:14]=2[C:18]([O:20][CH3:21])=[O:19])=[O:8])=[CH:5][CH:4]=1)#[N:2]. The yield is 0.910. (3) The reactants are C(O[C:4](=[O:26])[C:5]([N:7]([C:14]1[C:19]([CH:20]([CH3:22])[CH3:21])=[CH:18][CH:17]=[CH:16][C:15]=1[CH:23]([CH3:25])[CH3:24])C1C=CC=CC=1)=[O:6])C.[NH2:27][C:28]1[CH:33]=[CH:32][C:31](C)=[CH:30][C:29]=1[OH:35].[CH2:36](N(CC)CC)C. The catalyst is C1(C)C=CC=CC=1. The product is [CH:20]([C:19]1[CH:18]=[CH:17][CH:16]=[C:15]([CH:23]([CH3:24])[CH3:25])[C:14]=1[NH:7][C:5](=[O:6])[C:4]([NH:27][C:28]1[CH:33]=[C:32]([CH3:36])[CH:31]=[CH:30][C:29]=1[OH:35])=[O:26])([CH3:21])[CH3:22]. The yield is 0.900. (4) The reactants are [C:1]([C@@H:5]1[CH2:10][CH2:9][C@H:8]([OH:11])[CH2:7][CH2:6]1)([CH3:4])([CH3:3])[CH3:2].O[C:13]1[C:14]([C:30]([F:33])([F:32])[F:31])=[C:15]2[C:20](=[CH:21][CH:22]=1)[CH:19]=[C:18]([C@:23]1([CH3:29])[CH2:27][O:26][C:25](=[O:28])[NH:24]1)[CH:17]=[CH:16]2.C1(P(C2C=CC=CC=2)C2C=CC=CC=2)C=CC=CC=1.O1CCCC1.N(C(OC(C)C)=O)=NC(OC(C)C)=O. The yield is 0.300. The catalyst is C(Cl)Cl. The product is [C:1]([C@H:5]1[CH2:6][CH2:7][C@H:8]([O:11][C:13]2[C:14]([C:30]([F:32])([F:33])[F:31])=[C:15]3[C:20](=[CH:21][CH:22]=2)[CH:19]=[C:18]([C@:23]2([CH3:29])[CH2:27][O:26][C:25](=[O:28])[NH:24]2)[CH:17]=[CH:16]3)[CH2:9][CH2:10]1)([CH3:4])([CH3:2])[CH3:3]. (5) The reactants are [NH2:1][CH2:2]/[C:3](/[CH3:29])=[CH:4]/[C:5]1[CH:26]=[C:25]([F:27])[C:8]([O:9][C:10]2[CH:15]=[CH:14][C:13]([S:16]([NH:19][CH2:20][CH2:21][N:22]([CH3:24])[CH3:23])(=[O:18])=[O:17])=[CH:12][CH:11]=2)=[C:7]([F:28])[CH:6]=1.Cl.[N:31]1([CH:36](N)[NH2:37])C=CC=N1. The catalyst is C1COCC1. The product is [F:28][C:7]1[CH:6]=[C:5](/[CH:4]=[C:3](\[CH3:29])/[CH2:2][NH:1][C:36]([NH2:37])=[NH:31])[CH:26]=[C:25]([F:27])[C:8]=1[O:9][C:10]1[CH:15]=[CH:14][C:13]([S:16]([NH:19][CH2:20][CH2:21][N:22]([CH3:24])[CH3:23])(=[O:17])=[O:18])=[CH:12][CH:11]=1. The yield is 0.260. (6) The reactants are [CH3:1][CH:2]([C:8](=O)[CH2:9][C:10](=O)[CH3:11])[C:3]([O:5][CH2:6][CH3:7])=[O:4].O.[NH2:15][NH2:16]. The catalyst is C1COCC1. The product is [CH3:11][C:10]1[CH:9]=[C:8]([CH:2]([CH3:1])[C:3]([O:5][CH2:6][CH3:7])=[O:4])[NH:16][N:15]=1. The yield is 0.100.